Task: Predict the reaction yield, written as a fraction of the theoretical maximum amount of product (1.0 means a 100% yield; for example, 0.34 means a 34% yield).. Dataset: Reaction yield outcomes from USPTO patents with 853,638 reactions (1) The reactants are [C:1]([C:4]1[CH:5]=[N:6][C:7]2[C:12]([C:13]=1[NH:14][CH:15]1[CH2:20][CH2:19][CH:18]([NH:21]C(=O)OC(C)(C)C)[CH2:17][CH2:16]1)=[N:11][C:10]([C:29]1[CH:34]=[C:33]([F:35])[C:32]([OH:36])=[C:31]([Cl:37])[CH:30]=1)=[CH:9][CH:8]=2)(=[O:3])[CH3:2].C(O)(C(F)(F)F)=O.C1(N)C(F)=C(F)C(F)=C(N)C=1F.[ClH:57].Cl. No catalyst specified. The product is [ClH:37].[ClH:57].[NH2:21][C@H:18]1[CH2:19][CH2:20][C@H:15]([NH:14][C:13]2[C:12]3[C:7](=[CH:8][CH:9]=[C:10]([C:29]4[CH:34]=[C:33]([F:35])[C:32]([OH:36])=[C:31]([Cl:37])[CH:30]=4)[N:11]=3)[N:6]=[CH:5][C:4]=2[C:1](=[O:3])[CH3:2])[CH2:16][CH2:17]1. The yield is 0.450. (2) The reactants are Br[C:2]1[S:6][C:5]([CH:7]=[O:8])=[CH:4][C:3]=1[C:9]1[C:10]([F:15])=[N:11][CH:12]=[CH:13][CH:14]=1.C(=O)([O-])[O-].[K+].[K+].[S:22]1[CH:26]=[CH:25][C:24]([SH:27])=[CH:23]1. The catalyst is CN(C)C=O.O. The product is [F:15][C:10]1[C:9]([C:3]2[CH:4]=[C:5]([CH:7]=[O:8])[S:6][C:2]=2[S:27][C:24]2[CH:25]=[CH:26][S:22][CH:23]=2)=[CH:14][CH:13]=[CH:12][N:11]=1. The yield is 0.540. (3) The reactants are Br[C:2]1[C:10]([N+:11]([O-:13])=[O:12])=[CH:9][C:8]([Br:14])=[CH:7][C:3]=1[C:4]([OH:6])=[O:5].[Cl:15][C:16]1[CH:23]=[CH:22][CH:21]=[CH:20][C:17]=1[CH2:18][NH2:19].[OH-].[Na+].CCOCC. The catalyst is C1(C)C=CC=CC=1. The product is [Br:14][C:8]1[CH:9]=[C:10]([N+:11]([O-:13])=[O:12])[C:2]([NH:19][CH2:18][C:17]2[CH:20]=[CH:21][CH:22]=[CH:23][C:16]=2[Cl:15])=[C:3]([CH:7]=1)[C:4]([OH:6])=[O:5]. The yield is 0.615. (4) The reactants are [Br:1][C:2]1[CH:7]=[CH:6][CH:5]=[C:4]([N+:8]([O-:10])=[O:9])[C:3]=1[OH:11].[C:12](=O)([O-])[O-].[K+].[K+].IC. The catalyst is CC(C)=O. The product is [Br:1][C:2]1[CH:7]=[CH:6][CH:5]=[C:4]([N+:8]([O-:10])=[O:9])[C:3]=1[O:11][CH3:12]. The yield is 0.900. (5) The catalyst is CN1CCCC1=O. The reactants are Br[C:2]1[C:7](=[O:8])[N:6]([CH2:9][C:10]([NH:12][CH2:13][C:14]2[CH:19]=[CH:18][N:17]=[CH:16][CH:15]=2)=[O:11])[N:5]=[CH:4][C:3]=1[NH:20][C@@H:21]1[CH2:26][C@@H:25]2[CH2:27][C@@H:23]([C:24]2([CH3:29])[CH3:28])[C@H:22]1[CH3:30].[Cu](C#N)[C:32]#[N:33].O. The yield is 0.0500. The product is [C:32]([C:2]1[C:7](=[O:8])[N:6]([CH2:9][C:10]([NH:12][CH2:13][C:14]2[CH:19]=[CH:18][N:17]=[CH:16][CH:15]=2)=[O:11])[N:5]=[CH:4][C:3]=1[NH:20][C@@H:21]1[CH2:26][C@@H:25]2[CH2:27][C@@H:23]([C:24]2([CH3:29])[CH3:28])[C@H:22]1[CH3:30])#[N:33]. (6) The reactants are [CH2:1]([O:8][C:9]1[C:10]([CH3:17])=[N:11][CH:12]=[C:13](Br)[C:14]=1[OH:15])[C:2]1[CH:7]=[CH:6][CH:5]=[CH:4][CH:3]=1.C1(P(C2C=CC=CC=2)CCCP(C2C=CC=CC=2)C2C=CC=CC=2)C=CC=CC=1.C(N(CC)CC)C.[C]=O.[Cl-].[NH4+].[C:58]([O:61][CH2:62]C)(=[O:60])C. The catalyst is CN(C)C=O.C([O-])(=O)C.[Pd+2].C([O-])(=O)C.O.CO. The product is [CH3:62][O:61][C:58](=[O:60])[C:13]1[C:14]([OH:15])=[C:9]([O:8][CH2:1][C:2]2[CH:7]=[CH:6][CH:5]=[CH:4][CH:3]=2)[C:10]([CH3:17])=[N:11][CH:12]=1. The yield is 0.550. (7) The reactants are [C:1]([C:3]1[CH:4]=[C:5]([CH:8]=[CH:9][CH:10]=1)[CH:6]=[O:7])#[N:2].C(OC1C=C(C=C(OCC2C=CC=CC=2)C=1)CN)C1C=CC=CC=1. No catalyst specified. The product is [OH:7][CH2:6][C:5]1[CH:4]=[C:3]([CH:10]=[CH:9][CH:8]=1)[CH2:1][NH2:2]. The yield is 0.660. (8) The reactants are FC(F)(F)C(O)=[O:4].C([C@@H]1C(OC)=[N:15][C@@H:14]([CH2:19][C@@H:20]([C:23]2[CH:28]=[CH:27][CH:26]=[CH:25][CH:24]=2)[CH2:21][CH3:22])[C:13]([O:29][CH3:30])=N1)(C)C.C(=O)([O-])[O-].[Na+].[Na+]. The catalyst is O.C(#N)C. The product is [CH3:30][O:29][C:13](=[O:4])[C@@H:14]([NH2:15])[CH2:19][C@@H:20]([C:23]1[CH:28]=[CH:27][CH:26]=[CH:25][CH:24]=1)[CH2:21][CH3:22]. The yield is 0.850. (9) The reactants are [CH:1](=[N:8]/[CH2:9][CH2:10][OH:11])\[C:2]1[CH:7]=[CH:6][CH:5]=[CH:4][CH:3]=1.[BH4-].[Na+]. The catalyst is CCO. The product is [CH2:1]([NH:8][CH2:9][CH2:10][OH:11])[C:2]1[CH:7]=[CH:6][CH:5]=[CH:4][CH:3]=1. The yield is 0.613. (10) The reactants are [OH-].[Na+].[Cl:3][C:4]1[CH:5]=[C:6]([N:15]([CH2:22][CH3:23])[C@H:16]2[C@H:20]([OH:21])[CH2:19][O:18][CH2:17]2)[C:7]([CH3:14])=[C:8]([CH:13]=1)[C:9]([O:11]C)=[O:10]. The catalyst is CCO. The product is [Cl:3][C:4]1[CH:5]=[C:6]([N:15]([CH2:22][CH3:23])[C@H:16]2[C@H:20]([OH:21])[CH2:19][O:18][CH2:17]2)[C:7]([CH3:14])=[C:8]([CH:13]=1)[C:9]([OH:11])=[O:10]. The yield is 0.914.